From a dataset of Forward reaction prediction with 1.9M reactions from USPTO patents (1976-2016). Predict the product of the given reaction. (1) Given the reactants P(=O)(O)(O)O.C([N:10]([CH2:15][CH2:16][CH2:17][CH3:18])[CH2:11][CH2:12][CH2:13][CH3:14])CCC.Cl[C:20]1C=CC(C([C@@]2(O)[C@](C(=O)C3C=CC(Cl)=CC=3)(O)[C@@H](COC(=O)C3C=CC(Cl)=CC=3)O[C@@H]2Cl)=O)=C[CH:21]=1.[CH2:56](C(C)=O)[CH:57](C)C, predict the reaction product. The product is: [CH:15]1([NH:10][CH:11]2[CH2:12][CH2:13][CH2:14][CH2:57][CH2:56]2)[CH2:16][CH2:17][CH2:18][CH2:21][CH2:20]1. (2) Given the reactants [Br:1][C:2]1[N:7]=[C:6]([C:8]([OH:10])=[O:9])[CH:5]=[CH:4][CH:3]=1.S(Cl)(Cl)=O.[CH2:15](O)[CH3:16], predict the reaction product. The product is: [Br:1][C:2]1[N:7]=[C:6]([C:8]([O:10][CH2:15][CH3:16])=[O:9])[CH:5]=[CH:4][CH:3]=1. (3) Given the reactants [CH3:1][O:2][CH:3]1[C:8]([O:11][CH3:12])([O:9][CH3:10])[CH2:7][CH2:6][NH:5][CH2:4]1.C(Cl)Cl.Cl[C:17]([O:19][CH2:20][CH3:21])=[O:18].C(N(CC)CC)C, predict the reaction product. The product is: [CH3:1][O:2][CH:3]1[C:8]([O:11][CH3:12])([O:9][CH3:10])[CH2:7][CH2:6][N:5]([C:17]([O:19][CH2:20][CH3:21])=[O:18])[CH2:4]1. (4) Given the reactants [C:1]([O:5][C:6]([N:8]1[CH2:13][CH2:12][CH:11]([C:14]2[CH:22]=[CH:21][C:17]([C:18](O)=[O:19])=[CH:16][CH:15]=2)[CH:10]([O:23][CH2:24][C:25]2[CH:34]=[CH:33][C:32]3[C:27](=[CH:28][CH:29]=[CH:30][CH:31]=3)[CH:26]=2)[CH2:9]1)=[O:7])([CH3:4])([CH3:3])[CH3:2].[NH2:35][CH2:36][C:37]([C:39]1[CH:44]=[CH:43][CH:42]=[CH:41][CH:40]=1)=[O:38], predict the reaction product. The product is: [CH:26]1[C:27]2[C:32](=[CH:31][CH:30]=[CH:29][CH:28]=2)[CH:33]=[CH:34][C:25]=1[CH2:24][O:23][CH:10]1[CH:11]([C:14]2[CH:15]=[CH:16][C:17]([C:18](=[O:19])[NH:35][CH2:36][C:37](=[O:38])[C:39]3[CH:44]=[CH:43][CH:42]=[CH:41][CH:40]=3)=[CH:21][CH:22]=2)[CH2:12][CH2:13][N:8]([C:6]([O:5][C:1]([CH3:4])([CH3:3])[CH3:2])=[O:7])[CH2:9]1.